From a dataset of Forward reaction prediction with 1.9M reactions from USPTO patents (1976-2016). Predict the product of the given reaction. (1) Given the reactants [F:1][C:2]1[C:7]([F:8])=[CH:6][CH:5]=[CH:4][C:3]=1[C:9]1[N:17]=[C:12]2[CH:13]=[N:14][NH:15][CH:16]=[C:11]2[N:10]=1.Cl[CH2:19][C:20]1[O:24][N:23]=[C:22]([C:25]2[CH:37]=[CH:36][C:28]([O:29][CH2:30][CH2:31][CH2:32][N:33]([CH3:35])[CH3:34])=[CH:27][CH:26]=2)[CH:21]=1, predict the reaction product. The product is: [F:1][C:2]1[C:7]([F:8])=[CH:6][CH:5]=[CH:4][C:3]=1[C:9]1[N:17]=[C:12]2[CH:13]=[N:14][N:15]([CH2:19][C:20]3[O:24][N:23]=[C:22]([C:25]4[CH:37]=[CH:36][C:28]([O:29][CH2:30][CH2:31][CH2:32][N:33]([CH3:35])[CH3:34])=[CH:27][CH:26]=4)[CH:21]=3)[CH:16]=[C:11]2[N:10]=1. (2) Given the reactants [F:1][C:2]1[CH:7]=[C:6]([CH:8]=O)[CH:5]=[C:4]([F:10])[C:3]=1[N:11]1[CH2:16][CH2:15][N:14]([C:17]([O:19][C:20]([CH3:23])([CH3:22])[CH3:21])=[O:18])[CH2:13][CH2:12]1.[CH3:24][N:25]1[CH2:30][CH2:29][NH:28][CH2:27][CH2:26]1.[BH3-]C#N.[Na+], predict the reaction product. The product is: [F:1][C:2]1[CH:7]=[C:6]([CH2:8][N:28]2[CH2:29][CH2:30][N:25]([CH3:24])[CH2:26][CH2:27]2)[CH:5]=[C:4]([F:10])[C:3]=1[N:11]1[CH2:16][CH2:15][N:14]([C:17]([O:19][C:20]([CH3:23])([CH3:22])[CH3:21])=[O:18])[CH2:13][CH2:12]1. (3) Given the reactants [F:1][C:2]1[CH:7]=[CH:6][C:5]([N:8]([CH3:25])[C:9]2[C:10]3[N:11]([C:15]([NH:18]C(=O)OC(C)C)=[N:16][N:17]=3)[CH:12]=[CH:13][N:14]=2)=[CH:4][CH:3]=1.[OH-].[K+].Cl, predict the reaction product. The product is: [F:1][C:2]1[CH:3]=[CH:4][C:5]([N:8]([CH3:25])[C:9]2[C:10]3[N:11]([C:15]([NH2:18])=[N:16][N:17]=3)[CH:12]=[CH:13][N:14]=2)=[CH:6][CH:7]=1. (4) The product is: [Br:15][C:16]1[CH:17]=[CH:18][C:19]([O:25][CH3:26])=[C:20]([CH:24]=1)[CH2:21][N:22]([CH3:23])[C:12](=[O:14])[CH2:11][CH2:10][CH2:9][S:8][C:5]1[CH:4]=[CH:3][C:2]([F:1])=[CH:7][CH:6]=1. Given the reactants [F:1][C:2]1[CH:7]=[CH:6][C:5]([S:8][CH2:9][CH2:10][CH2:11][C:12]([OH:14])=O)=[CH:4][CH:3]=1.[Br:15][C:16]1[CH:17]=[CH:18][C:19]([O:25][CH3:26])=[C:20]([CH:24]=1)[CH2:21][NH:22][CH3:23], predict the reaction product. (5) Given the reactants [C:1]([C:5]1[C:9]([CH:10]=[O:11])=[CH:8][NH:7][N:6]=1)([CH3:4])([CH3:3])[CH3:2].Br[CH2:13][C:14]([NH:16][C:17]1[S:21][C:20]2[CH2:22][CH2:23][CH2:24][CH2:25][C:19]=2[C:18]=1[C:26]([NH:28][CH3:29])=[O:27])=[O:15].C(=O)([O-])[O-].[K+].[K+], predict the reaction product. The product is: [C:1]([C:5]1[C:9]([CH:10]=[O:11])=[CH:8][N:7]([CH2:13][C:14]([NH:16][C:17]2[S:21][C:20]3[CH2:22][CH2:23][CH2:24][CH2:25][C:19]=3[C:18]=2[C:26]([NH:28][CH3:29])=[O:27])=[O:15])[N:6]=1)([CH3:4])([CH3:2])[CH3:3].